This data is from Catalyst prediction with 721,799 reactions and 888 catalyst types from USPTO. The task is: Predict which catalyst facilitates the given reaction. (1) Reactant: [Cl:1][C:2]1[C:3]2[C:43]([F:44])=[CH:42][CH:41]=[C:40]([F:45])[C:4]=2[S:5][C:6]=1[C:7]([N:9]([CH2:25][C:26]1[CH:31]=[C:30]([C:32]2[CH:37]=[CH:36][N:35]=[CH:34][CH:33]=2)[CH:29]=[CH:28][C:27]=1[CH2:38][CH3:39])[CH:10]1[CH2:15][CH2:14][CH:13]([N:16](C)[C:17](=O)OC(C)(C)C)[CH2:12][CH2:11]1)=[O:8].CC(OC)(C)C. Product: [ClH:1].[ClH:1].[CH2:38]([C:27]1[CH:28]=[CH:29][C:30]([C:32]2[CH:33]=[CH:34][N:35]=[CH:36][CH:37]=2)=[CH:31][C:26]=1[CH2:25][N:9]([CH:10]1[CH2:15][CH2:14][CH:13]([NH:16][CH3:17])[CH2:12][CH2:11]1)[C:7]([C:6]1[S:5][C:4]2[C:40]([F:45])=[CH:41][CH:42]=[C:43]([F:44])[C:3]=2[C:2]=1[Cl:1])=[O:8])[CH3:39]. The catalyst class is: 2. (2) Reactant: [CH2:1]([C@H:3]1[C@@H:7]([C:8]2[N:12]3[C:13]4[CH:19]=[CH:18][NH:17][C:14]=4[N:15]=[CH:16][C:11]3=[N:10][N:9]=2)[CH2:6][C@H:5]([C:20](O)=[O:21])[CH2:4]1)[CH3:2].CCN(C(C)C)C(C)C.[F:32][C:33]([F:37])([F:36])[CH2:34][NH2:35].CN(C(ON1N=NC2C=CC=NC1=2)=[N+](C)C)C.F[P-](F)(F)(F)(F)F. Product: [CH2:1]([C@H:3]1[C@@H:7]([C:8]2[N:12]3[C:13]4[CH:19]=[CH:18][NH:17][C:14]=4[N:15]=[CH:16][C:11]3=[N:10][N:9]=2)[CH2:6][C@H:5]([C:20]([NH:35][CH2:34][C:33]([F:37])([F:36])[F:32])=[O:21])[CH2:4]1)[CH3:2]. The catalyst class is: 606. (3) Reactant: [CH:1]1([N:6]2[C:14]3[C:9](=[CH:10][C:11]([F:16])=[C:12]([CH3:15])[CH:13]=3)[C:8]([C:17]([O:19]C)=[O:18])=[C:7]2[C:21]2[CH:26]=[CH:25][C:24]([S:27](=[O:36])(=[O:35])[NH:28][C@@H:29]([CH3:34])[C:30]([F:33])([F:32])[F:31])=[CH:23][N:22]=2)[CH2:5][CH2:4][CH2:3][CH2:2]1.[OH-].[Na+].O. Product: [CH:1]1([N:6]2[C:14]3[C:9](=[CH:10][C:11]([F:16])=[C:12]([CH3:15])[CH:13]=3)[C:8]([C:17]([OH:19])=[O:18])=[C:7]2[C:21]2[CH:26]=[CH:25][C:24]([S:27](=[O:36])(=[O:35])[NH:28][C@@H:29]([CH3:34])[C:30]([F:32])([F:33])[F:31])=[CH:23][N:22]=2)[CH2:5][CH2:4][CH2:3][CH2:2]1. The catalyst class is: 8. (4) Reactant: [CH2:1]([N:3]1[C:7]2=[N:8][C:9]([CH2:42][CH3:43])=[C:10]([CH2:19][NH:20][C:21](=[O:41])[CH2:22][C:23]([NH:25][CH2:26][C:27]3[CH:28]=[C:29]([C:33]4[CH:38]=[CH:37][CH:36]=[C:35](C=O)[CH:34]=4)[CH:30]=[CH:31][CH:32]=3)=[O:24])[C:11]([NH:12][CH:13]3[CH2:18][CH2:17][O:16][CH2:15][CH2:14]3)=[C:6]2[CH:5]=[N:4]1)[CH3:2].[CH3:44][N:45]1[CH2:50][CH2:49][NH:48][CH2:47][CH2:46]1.[BH-](OC(C)=O)(OC(C)=O)O[C:53](C)=O.[Na+].CC(O)=O. Product: [CH2:1]([N:3]1[C:7]2=[N:8][C:9]([CH2:42][CH3:43])=[C:10]([CH2:19][NH:20][C:21](=[O:41])[CH2:22][C:23]([NH:25][CH2:26][C:27]3[CH:28]=[C:29]([C:33]4[CH:34]=[CH:35][CH:36]=[C:37]([CH2:44][N:45]5[CH2:50][CH2:49][N:48]([CH3:53])[CH2:47][CH2:46]5)[CH:38]=4)[CH:30]=[CH:31][CH:32]=3)=[O:24])[C:11]([NH:12][CH:13]3[CH2:18][CH2:17][O:16][CH2:15][CH2:14]3)=[C:6]2[CH:5]=[N:4]1)[CH3:2]. The catalyst class is: 16. (5) Reactant: Br[C:2]1[CH:7]=[CH:6][C:5]([Br:8])=[CH:4][N:3]=1.C([Li])CCC.O1CCN([C:20](=[O:30])[C@H:21]([O:23][CH:24]2[CH2:29][CH2:28][CH2:27][CH2:26][O:25]2)[CH3:22])CC1. Product: [Br:8][C:5]1[CH:6]=[CH:7][C:2]([C:20](=[O:30])[C@H:21]([O:23][CH:24]2[CH2:29][CH2:28][CH2:27][CH2:26][O:25]2)[CH3:22])=[N:3][CH:4]=1. The catalyst class is: 11.